Dataset: Forward reaction prediction with 1.9M reactions from USPTO patents (1976-2016). Task: Predict the product of the given reaction. (1) The product is: [Br:1][C:2]1[CH:3]=[C:4]([CH:8]=[CH:9][CH:10]=1)[C:5]([NH:15][C:11]([CH3:14])([CH3:13])[CH3:12])=[O:6]. Given the reactants [Br:1][C:2]1[CH:3]=[C:4]([CH:8]=[CH:9][CH:10]=1)[C:5](Cl)=[O:6].[C:11]([NH2:15])([CH3:14])([CH3:13])[CH3:12], predict the reaction product. (2) Given the reactants [OH:1][C:2]([C:7]12[CH2:16][CH:11]3[CH2:12][CH:13]([CH2:15][CH:9]([CH2:10]3)[CH2:8]1)[CH2:14]2)([CH2:5][CH3:6])[CH2:3][CH3:4].[O:17]=O, predict the reaction product. The product is: [OH:17][C:11]12[CH2:12][CH:13]3[CH2:15][CH:9]([CH2:8][C:7]([C:2]([OH:1])([CH2:3][CH3:4])[CH2:5][CH3:6])([CH2:14]3)[CH2:16]1)[CH2:10]2. (3) Given the reactants [Cl:1][C:2]1[N:3]=[CH:4][NH:5][C:6]=1[Cl:7].[OH-].[K+].[Br:10][CH2:11][CH3:12].[K+].[Br-].BrCC[C:18]1[C:27]2[C:22](=[CH:23][CH:24]=[CH:25][CH:26]=2)[CH:21]=[CH:20][CH:19]=1, predict the reaction product. The product is: [Br-:10].[CH2:26]([N+:3]1[C:2]([Cl:1])=[C:6]([Cl:7])[N:5]([C:26]2[C:27]3[C:22](=[CH:21][CH:20]=[CH:19][CH:18]=3)[CH:23]=[CH:24][C:25]=2[CH2:11][CH3:12])[CH:4]=1)[CH2:27][CH2:18][CH2:19][CH2:20][CH2:21][CH2:22][CH2:23][CH3:24]. (4) Given the reactants [Cl-].[C:2]([C:4]1[C:16]([N+:17]([O-:19])=[O:18])=[CH:15][CH:14]=[CH:13][C:5]=1[O:6][CH2:7][C@H:8]1[CH2:12][CH2:11][CH2:10][NH2+:9]1)#[N:3].[CH:20]([N:23]=[C:24]=[O:25])([CH3:22])[CH3:21], predict the reaction product. The product is: [C:2]([C:4]1[C:16]([N+:17]([O-:19])=[O:18])=[CH:15][CH:14]=[CH:13][C:5]=1[O:6][CH2:7][C@H:8]1[CH2:12][CH2:11][CH2:10][N:9]1[C:24]([NH:23][CH:20]([CH3:22])[CH3:21])=[O:25])#[N:3].